From a dataset of Forward reaction prediction with 1.9M reactions from USPTO patents (1976-2016). Predict the product of the given reaction. Given the reactants [CH2:1]([NH2:9])[CH2:2][C:3]1[CH:8]=[CH:7][CH:6]=[CH:5][CH:4]=1.C(N(CC)CC)C.[F:17][C:18]([F:29])([F:28])[C:19](O[C:19](=[O:20])[C:18]([F:29])([F:28])[F:17])=[O:20], predict the reaction product. The product is: [C:3]1([CH2:2][CH2:1][NH:9][C:19](=[O:20])[C:18]([F:29])([F:28])[F:17])[CH:8]=[CH:7][CH:6]=[CH:5][CH:4]=1.